From a dataset of Catalyst prediction with 721,799 reactions and 888 catalyst types from USPTO. Predict which catalyst facilitates the given reaction. (1) Reactant: [Cl:1][C:2]1[CH:7]=[C:6]([Cl:8])[CH:5]=[CH:4][C:3]=1[OH:9].C([O-])([O-])=O.[K+].[K+].[CH2:16]([O:18][C:19](=[O:24])[C:20](Br)([CH3:22])[CH3:21])[CH3:17].[NH4+].[Cl-]. Product: [CH2:16]([O:18][C:19](=[O:24])[C:20]([O:9][C:3]1[CH:4]=[CH:5][C:6]([Cl:8])=[CH:7][C:2]=1[Cl:1])([CH3:22])[CH3:21])[CH3:17]. The catalyst class is: 395. (2) Reactant: N#N.[F:3][C:4]1[CH:9]=[CH:8][CH:7]=[CH:6][C:5]=1[F:10].[Li]CCCC.CON(C)[C:19]([C@@H:21]1[CH2:26][CH2:25][CH2:24][N:23]([C:27]([O:29][C:30]([CH3:33])([CH3:32])[CH3:31])=[O:28])[CH2:22]1)=[O:20]. Product: [C:30]([O:29][C:27]([N:23]1[CH2:24][CH2:25][CH2:26][C@@H:21]([C:19](=[O:20])[C:6]2[CH:7]=[CH:8][CH:9]=[C:4]([F:3])[C:5]=2[F:10])[CH2:22]1)=[O:28])([CH3:33])([CH3:32])[CH3:31].[F:3][C:4]1[C:5]([F:10])=[CH:6][CH:7]=[CH:8][C:9]=1[C:19]([C@@H:21]1[CH2:26][CH2:25][CH2:24][N:23]([C:27]([O:29][C:30]([CH3:33])([CH3:32])[CH3:31])=[O:28])[CH2:22]1)=[O:20]. The catalyst class is: 1. (3) Reactant: CCO[CH:4]([OH:9])[C:5](Cl)(Cl)Cl.[O-]S([O-])(=O)=O.[Na+].[Na+].[Br:17][C:18]1[C:19]([CH3:25])=[C:20]([CH:22]=[CH:23][CH:24]=1)[NH2:21].Cl.N[OH:28].Cl. Product: [Br:17][C:18]1[C:19]([CH3:25])=[C:20]2[C:22]([C:4](=[O:9])[C:5](=[O:28])[NH:21]2)=[CH:23][CH:24]=1. The catalyst class is: 6. (4) Reactant: [CH3:1][N:2]1[CH:6]=[C:5]([NH:7]C=O)[CH:4]=[C:3]1[C:10]([Cl:12])=[O:11].C(N(C(C)C)CC)(C)C.[NH2:22][CH2:23][CH2:24][C:25]#[N:26].Cl. Product: [ClH:12].[CH3:1][N:2]1[CH:6]=[C:5]([NH2:7])[CH:4]=[C:3]1[C:10]([NH:26][CH2:25][CH2:24][C:23]#[N:22])=[O:11]. The catalyst class is: 83.